Predict the reactants needed to synthesize the given product. From a dataset of Full USPTO retrosynthesis dataset with 1.9M reactions from patents (1976-2016). (1) Given the product [OH:21][C:18]1[CH:19]=[CH:20][C:13]([OH:12])=[C:14]([C:15]2[N:2]([CH3:1])[N:3]=[C:4]([C:6]3[CH:11]=[CH:10][CH:9]=[CH:8][N:7]=3)[N:5]=2)[CH:17]=1, predict the reactants needed to synthesize it. The reactants are: [CH3:1][NH:2][NH:3][C:4]([C:6]1[CH:11]=[CH:10][CH:9]=[CH:8][N:7]=1)=[NH:5].[OH:12][C:13]1[CH:20]=[CH:19][C:18]([OH:21])=[CH:17][C:14]=1[CH:15]=O. (2) Given the product [I:1][C:2]1[CH:3]=[C:4]([S:8]([NH:11][C:12](=[O:13])[O:14][C:15]([CH3:18])([CH3:17])[CH3:16])(=[O:9])=[O:10])[CH:5]=[CH:6][CH:7]=1, predict the reactants needed to synthesize it. The reactants are: [I:1][C:2]1[CH:3]=[C:4]([S:8]([NH2:11])(=[O:10])=[O:9])[CH:5]=[CH:6][CH:7]=1.[C:12](O[C:12]([O:14][C:15]([CH3:18])([CH3:17])[CH3:16])=[O:13])([O:14][C:15]([CH3:18])([CH3:17])[CH3:16])=[O:13].C(N(CC)CC)C.O. (3) Given the product [Cl:1][C:2]1[CH:7]=[CH:6][CH:5]=[CH:4][C:3]=1[C:8]1[O:12][N:11]=[CH:10][C:9]=1[C:13]([N:16]1[CH2:20][CH2:19][CH:18]([C:21]2[CH:22]=[N:23][CH:24]=[CH:25][CH:26]=2)[CH2:17]1)=[O:15], predict the reactants needed to synthesize it. The reactants are: [Cl:1][C:2]1[CH:7]=[CH:6][CH:5]=[CH:4][C:3]=1[C:8]1[O:12][N:11]=[CH:10][C:9]=1[C:13]([OH:15])=O.[NH:16]1[CH2:20][CH2:19][CH:18]([C:21]2[CH:22]=[N:23][CH:24]=[CH:25][CH:26]=2)[CH2:17]1. (4) The reactants are: [C:1]([C:4]1[C:9]([C:10]2[CH:15]=[CH:14][CH:13]=[CH:12][CH:11]=2)=[N:8][N:7]([CH2:16][CH3:17])[C:6](=[O:18])[C:5]=1[N+:19]([O-])=O)(=[O:3])[CH3:2].N[C:23]1[N:28]=[C:27]([CH3:29])[CH:26]=[CH:25][N:24]=1. Given the product [C:1]([C:4]1[C:9]([C:10]2[CH:15]=[CH:14][CH:13]=[CH:12][CH:11]=2)=[N:8][N:7]([CH2:16][CH3:17])[C:6](=[O:18])[C:5]=1[NH:19][C:23]1[N:28]=[C:27]([CH3:29])[CH:26]=[CH:25][N:24]=1)(=[O:3])[CH3:2], predict the reactants needed to synthesize it. (5) Given the product [CH3:1][N:2]([CH2:4][CH2:5][CH:6]([O:12][C:24]1[C:25]2[C:20](=[CH:19][CH:18]=[CH:17][CH:16]=2)[CH:21]=[CH:22][CH:23]=1)[C:7]1[S:8][CH:9]=[CH:10][CH:11]=1)[CH3:3].[C:31]([C@H:29]([C@@H:27]([C:26]([O-:35])=[O:34])[OH:28])[OH:30])([O-:33])=[O:32], predict the reactants needed to synthesize it. The reactants are: [CH3:1][N:2]([CH2:4][CH2:5][CH:6]([OH:12])[C:7]1[S:8][CH:9]=[CH:10][CH:11]=1)[CH3:3].[OH-].[K+].F[C:16]1[C:25]2[C:20](=[CH:21][CH:22]=[CH:23][CH:24]=2)[CH:19]=[CH:18][CH:17]=1.[C:26]([OH:35])(=[O:34])[C@H:27]([C@@H:29]([C:31]([OH:33])=[O:32])[OH:30])[OH:28]. (6) Given the product [CH2:11]([O:10][C:7]1[CH:6]=[C:3]2[C:2](=[CH:9][CH:8]=1)[N:1]=[C:25]([NH2:26])[C:24]([CH2:23][C:16]1[C:17]([O:21][CH3:22])=[CH:18][CH:19]=[CH:20][C:15]=1[O:14][CH3:13])=[CH:4]2)[CH3:12], predict the reactants needed to synthesize it. The reactants are: [NH2:1][C:2]1[CH:9]=[CH:8][C:7]([O:10][CH2:11][CH3:12])=[CH:6][C:3]=1[CH:4]=O.[CH3:13][O:14][C:15]1[CH:20]=[CH:19][CH:18]=[C:17]([O:21][CH3:22])[C:16]=1[CH2:23][CH2:24][C:25]#[N:26].